Dataset: Reaction yield outcomes from USPTO patents with 853,638 reactions. Task: Predict the reaction yield, written as a fraction of the theoretical maximum amount of product (1.0 means a 100% yield; for example, 0.34 means a 34% yield). (1) The reactants are Br[C:2]1[N:7]=[CH:6][C:5]([NH:8][C:9]([NH:11][CH2:12][CH2:13][CH2:14][CH2:15][N:16]2[CH2:21][CH2:20][CH2:19][CH2:18][CH2:17]2)=[O:10])=[CH:4][CH:3]=1.[CH3:22][O:23][C:24]1[CH:29]=[CH:28][CH:27]=[CH:26][C:25]=1B(O)O.C(=O)([O-])[O-].[Na+].[Na+]. The catalyst is C(#N)C.C1C=CC([P]([Pd]([P](C2C=CC=CC=2)(C2C=CC=CC=2)C2C=CC=CC=2)([P](C2C=CC=CC=2)(C2C=CC=CC=2)C2C=CC=CC=2)[P](C2C=CC=CC=2)(C2C=CC=CC=2)C2C=CC=CC=2)(C2C=CC=CC=2)C2C=CC=CC=2)=CC=1. The product is [CH3:22][O:23][C:24]1[CH:29]=[CH:28][CH:27]=[CH:26][C:25]=1[C:2]1[N:7]=[CH:6][C:5]([NH:8][C:9]([NH:11][CH2:12][CH2:13][CH2:14][CH2:15][N:16]2[CH2:21][CH2:20][CH2:19][CH2:18][CH2:17]2)=[O:10])=[CH:4][CH:3]=1. The yield is 0.196. (2) The reactants are [N+:1]([C:4]1[CH:5]=[C:6]([O:10][CH3:11])[CH:7]=[CH:8][CH:9]=1)([O-:3])=[O:2].Cl.CO[NH2:15].CC(C)([O-])C.[K+]. The catalyst is CN(C=O)C.[Cu]Cl. The product is [NH2:15][C:5]1[C:6]([O:10][CH3:11])=[CH:7][CH:8]=[CH:9][C:4]=1[N+:1]([O-:3])=[O:2]. The yield is 0.500. (3) The reactants are IC1C2C(=NC3C(C=2)=CC=CC=3)C(C(OC)=O)=CC=1.[I:20][C:21]1[CH:22]=[CH:23][CH:24]=[C:25]2[C:34]=1[CH2:33][C:32]1[CH:31]=[CH:30][CH:29]=[C:28]([C:35]([O:37][CH3:38])=[O:36])[C:27]=1[NH:26]2. No catalyst specified. The product is [I:20][C:21]1[CH:22]=[CH:23][CH:24]=[C:25]2[C:34]=1[CH:33]=[C:32]1[C:27]([C:28]([C:35]([O:37][CH3:38])=[O:36])=[CH:29][CH:30]=[CH:31]1)=[N:26]2. The yield is 0.900. (4) The reactants are [Si:1]([O:8][CH2:9][CH2:10][C:11]1[CH:12]=[N:13][N:14]([C:17]2[CH:22]=[C:21]([C:23]#[N:24])[CH:20]=[CH:19][N:18]=2)[C:15]=1[OH:16])([C:4]([CH3:7])([CH3:6])[CH3:5])([CH3:3])[CH3:2].[F:25][C:26]1[CH:31]=[CH:30][C:29]([CH2:32]O)=[CH:28][CH:27]=1. No catalyst specified. The product is [Si:1]([O:8][CH2:9][CH2:10][C:11]1[CH:12]=[N:13][N:14]([C:17]2[CH:22]=[C:21]([C:23]#[N:24])[CH:20]=[CH:19][N:18]=2)[C:15]=1[O:16][CH2:32][C:29]1[CH:30]=[CH:31][C:26]([F:25])=[CH:27][CH:28]=1)([C:4]([CH3:7])([CH3:5])[CH3:6])([CH3:3])[CH3:2]. The yield is 0.430. (5) The reactants are [F:1][C:2]1[C:3](=[O:10])[NH:4][C@@H:5]([CH:7]([CH3:9])[CH3:8])[CH:6]=1.[H][H]. The catalyst is CO.[Pd]. The product is [F:1][C@@H:2]1[CH2:6][C@H:5]([CH:7]([CH3:9])[CH3:8])[NH:4][C:3]1=[O:10]. The yield is 0.970.